From a dataset of NCI-60 drug combinations with 297,098 pairs across 59 cell lines. Regression. Given two drug SMILES strings and cell line genomic features, predict the synergy score measuring deviation from expected non-interaction effect. (1) Drug 1: CC1=C(C=C(C=C1)NC2=NC=CC(=N2)N(C)C3=CC4=NN(C(=C4C=C3)C)C)S(=O)(=O)N.Cl. Drug 2: CC1CCC2CC(C(=CC=CC=CC(CC(C(=O)C(C(C(=CC(C(=O)CC(OC(=O)C3CCCCN3C(=O)C(=O)C1(O2)O)C(C)CC4CCC(C(C4)OC)O)C)C)O)OC)C)C)C)OC. Cell line: K-562. Synergy scores: CSS=39.9, Synergy_ZIP=6.47, Synergy_Bliss=6.30, Synergy_Loewe=0.198, Synergy_HSA=10.4. (2) Drug 1: CC1C(C(CC(O1)OC2CC(CC3=C2C(=C4C(=C3O)C(=O)C5=C(C4=O)C(=CC=C5)OC)O)(C(=O)CO)O)N)O.Cl. Drug 2: C1=C(C(=O)NC(=O)N1)N(CCCl)CCCl. Cell line: NCI-H522. Synergy scores: CSS=25.5, Synergy_ZIP=0.106, Synergy_Bliss=1.82, Synergy_Loewe=2.61, Synergy_HSA=3.38. (3) Cell line: NCI-H460. Synergy scores: CSS=40.9, Synergy_ZIP=2.40, Synergy_Bliss=0.305, Synergy_Loewe=-40.5, Synergy_HSA=-3.75. Drug 2: CC1=C(C(=O)C2=C(C1=O)N3CC4C(C3(C2COC(=O)N)OC)N4)N. Drug 1: C1=NNC2=C1C(=O)NC=N2. (4) Drug 1: C1CCC(C1)C(CC#N)N2C=C(C=N2)C3=C4C=CNC4=NC=N3. Drug 2: C1=CC(=CC=C1C#N)C(C2=CC=C(C=C2)C#N)N3C=NC=N3. Cell line: 786-0. Synergy scores: CSS=7.04, Synergy_ZIP=-0.610, Synergy_Bliss=2.67, Synergy_Loewe=3.44, Synergy_HSA=3.61. (5) Drug 2: CN1C2=C(C=C(C=C2)N(CCCl)CCCl)N=C1CCCC(=O)O.Cl. Drug 1: C1=CC=C(C=C1)NC(=O)CCCCCCC(=O)NO. Cell line: MOLT-4. Synergy scores: CSS=12.7, Synergy_ZIP=-1.41, Synergy_Bliss=-2.25, Synergy_Loewe=-48.0, Synergy_HSA=-2.94. (6) Drug 1: C1=CC(=CC=C1CCC2=CNC3=C2C(=O)NC(=N3)N)C(=O)NC(CCC(=O)O)C(=O)O. Drug 2: C1=C(C(=O)NC(=O)N1)F. Cell line: UO-31. Synergy scores: CSS=29.7, Synergy_ZIP=-12.7, Synergy_Bliss=-11.6, Synergy_Loewe=-4.66, Synergy_HSA=-3.26. (7) Drug 1: C(=O)(N)NO. Drug 2: CCN(CC)CCCC(C)NC1=C2C=C(C=CC2=NC3=C1C=CC(=C3)Cl)OC. Cell line: OVCAR-4. Synergy scores: CSS=5.42, Synergy_ZIP=-2.74, Synergy_Bliss=-3.48, Synergy_Loewe=-2.82, Synergy_HSA=-1.73.